Dataset: Peptide-MHC class I binding affinity with 185,985 pairs from IEDB/IMGT. Task: Regression. Given a peptide amino acid sequence and an MHC pseudo amino acid sequence, predict their binding affinity value. This is MHC class I binding data. (1) The peptide sequence is STLNFNNLY. The MHC is HLA-A26:01 with pseudo-sequence HLA-A26:01. The binding affinity (normalized) is 0.537. (2) The binding affinity (normalized) is 0.0847. The MHC is HLA-A11:01 with pseudo-sequence HLA-A11:01. The peptide sequence is EFFDGGLTF. (3) The peptide sequence is EFIFSALDEK. The MHC is HLA-A03:01 with pseudo-sequence HLA-A03:01. The binding affinity (normalized) is 0.747. (4) The peptide sequence is IQFMHEQGY. The MHC is HLA-A01:01 with pseudo-sequence HLA-A01:01. The binding affinity (normalized) is 0.0847. (5) The peptide sequence is ALTDVEKRI. The MHC is HLA-A02:01 with pseudo-sequence HLA-A02:01. The binding affinity (normalized) is 0.349. (6) The peptide sequence is SRALLLNKY. The MHC is HLA-A11:01 with pseudo-sequence HLA-A11:01. The binding affinity (normalized) is 0.0847. (7) The peptide sequence is YKEPNSIIL. The MHC is HLA-B27:05 with pseudo-sequence HLA-B27:05. The binding affinity (normalized) is 0.0847. (8) The peptide sequence is AVFKDSFLGK. The MHC is HLA-A02:03 with pseudo-sequence HLA-A02:03. The binding affinity (normalized) is 0.177. (9) The binding affinity (normalized) is 0.186. The peptide sequence is ALGLGIVSL. The MHC is HLA-A68:02 with pseudo-sequence HLA-A68:02. (10) The peptide sequence is IIRTENRPL. The MHC is HLA-B18:01 with pseudo-sequence HLA-B18:01. The binding affinity (normalized) is 0.0847.